From a dataset of Full USPTO retrosynthesis dataset with 1.9M reactions from patents (1976-2016). Predict the reactants needed to synthesize the given product. (1) Given the product [NH:30]1[CH:29]=[C:28]([C:24]2[CH:23]=[C:22]3[C:27](=[CH:26][CH:25]=2)[N:18]([CH2:17][CH:14]2[CH2:13][CH2:12][N:11]([C:9](=[O:10])[CH2:8][CH2:7][C:1]4[CH:2]=[CH:3][CH:4]=[CH:5][CH:6]=4)[CH2:16][CH2:15]2)[CH2:19][CH2:20][CH2:21]3)[CH:32]=[N:31]1, predict the reactants needed to synthesize it. The reactants are: [C:1]1([CH2:7][CH2:8][C:9]([N:11]2[CH2:16][CH2:15][CH:14]([CH2:17][N:18]3[C:27]4[C:22](=[CH:23][C:24]([C:28]5[CH:29]=[N:30][N:31](C6CCCCO6)[CH:32]=5)=[CH:25][CH:26]=4)[CH2:21][CH2:20][CH2:19]3)[CH2:13][CH2:12]2)=[O:10])[CH:6]=[CH:5][CH:4]=[CH:3][CH:2]=1.CC1C=CC(S(O)(=O)=O)=CC=1.CO.ClCCl. (2) Given the product [F:3][C:4]1[CH:5]=[CH:6][C:7]([C:10]2[CH:11]=[CH:12][C:13]3[N:14]([C:16]([S:19][C:20]4[CH:36]=[CH:35][C:23]5[N:24]=[C:25]([NH:27][CH2:40][CH2:39][O:38][CH3:37])[S:26][C:22]=5[CH:21]=4)=[N:17][N:18]=3)[N:15]=2)=[CH:8][CH:9]=1, predict the reactants needed to synthesize it. The reactants are: [H-].[Na+].[F:3][C:4]1[CH:9]=[CH:8][C:7]([C:10]2[CH:11]=[CH:12][C:13]3[N:14]([C:16]([S:19][C:20]4[CH:36]=[CH:35][C:23]5[N:24]=[C:25]([NH:27]C(=O)OC(C)(C)C)[S:26][C:22]=5[CH:21]=4)=[N:17][N:18]=3)[N:15]=2)=[CH:6][CH:5]=1.[CH3:37][O:38][CH2:39][CH2:40]Cl.C1(C)C=CC=CC=1.